This data is from Retrosynthesis with 50K atom-mapped reactions and 10 reaction types from USPTO. The task is: Predict the reactants needed to synthesize the given product. (1) Given the product CCCCCCCCOC(=O)N[C@@H](C(=O)O)[C@H](C)O, predict the reactants needed to synthesize it. The reactants are: CCCCCCCCOC(=O)Cl.C[C@H](O)[C@@H](N)C(=O)O. (2) Given the product Cc1cccc2cnc(Nc3ccc4cn[nH]c4c3)nc12, predict the reactants needed to synthesize it. The reactants are: Cc1cccc2cnc(Cl)nc12.Nc1ccc2cn[nH]c2c1. (3) Given the product Cc1ccc2nc(N3CCS(=O)(=O)c4ccccc4C3)cc(NC(=O)C(C)(C)N)c2c1, predict the reactants needed to synthesize it. The reactants are: Cc1ccc2nc(N3CCS(=O)(=O)c4ccccc4C3)cc(NC(=O)C(C)(C)N=[N+]=[N-])c2c1. (4) Given the product Cc1c(C#N)cccc1C(=O)NC1(C(=O)O)Cc2ccccc2C1, predict the reactants needed to synthesize it. The reactants are: CCOC(=O)C1(NC(=O)c2cccc(C#N)c2C)Cc2ccccc2C1. (5) Given the product C=CCN(C(=O)C(=CC)Oc1ccc(C2CC2)cc1)c1ccc(OCCOC2CCCCO2)c(CC)c1, predict the reactants needed to synthesize it. The reactants are: C=CCBr.CC=C(Oc1ccc(C2CC2)cc1)C(=O)Nc1ccc(OCCOC2CCCCO2)c(CC)c1. (6) Given the product COc1ccc(-c2cc(C(F)(F)F)nn2-c2ccc(S(C)(=O)=O)cn2)cc1C, predict the reactants needed to synthesize it. The reactants are: COc1ccc(C(=O)CC(=O)C(F)(F)F)cc1C.CS(=O)(=O)c1ccc(NN)nc1. (7) The reactants are: CO.O=C(O)c1cnc(O)c(Br)c1. Given the product COC(=O)c1cnc(O)c(Br)c1, predict the reactants needed to synthesize it.